From a dataset of Forward reaction prediction with 1.9M reactions from USPTO patents (1976-2016). Predict the product of the given reaction. (1) Given the reactants C(OC([NH:8][CH2:9][C:10]1[C:11]([C:34]2[CH:39]=[CH:38][C:37]([CH3:40])=[CH:36][CH:35]=2)=[C:12]([CH2:21][O:22][C:23]2[CH:28]=[CH:27][C:26]([CH2:29][C:30]([O:32][CH3:33])=[O:31])=[CH:25][CH:24]=2)[C:13]([CH3:20])=[N:14][C:15]=1[CH2:16][CH:17]([CH3:19])[CH3:18])=O)(C)(C)C, predict the reaction product. The product is: [NH2:8][CH2:9][C:10]1[C:11]([C:34]2[CH:39]=[CH:38][C:37]([CH3:40])=[CH:36][CH:35]=2)=[C:12]([CH2:21][O:22][C:23]2[CH:28]=[CH:27][C:26]([CH2:29][C:30]([O:32][CH3:33])=[O:31])=[CH:25][CH:24]=2)[C:13]([CH3:20])=[N:14][C:15]=1[CH2:16][CH:17]([CH3:18])[CH3:19]. (2) Given the reactants [C:1]([C:4]1[S:8][C:7]([C:9]([OH:11])=O)=[CH:6][CH:5]=1)(=[O:3])[CH3:2].C1C=CC2N(O)N=NC=2C=1.CCN=C=NCCCN(C)C.Cl.[CH2:34]([NH2:41])[C:35]1[CH:40]=[CH:39][CH:38]=[CH:37][CH:36]=1, predict the reaction product. The product is: [C:1]([C:4]1[S:8][C:7]([C:9]([NH:41][CH2:34][C:35]2[CH:40]=[CH:39][CH:38]=[CH:37][CH:36]=2)=[O:11])=[CH:6][CH:5]=1)(=[O:3])[CH3:2]. (3) The product is: [Cl:22][CH2:7][C:6]1[N:2]([CH3:1])[N:3]=[C:4]([C:9]2[CH:14]=[CH:13][C:12]([O:15][C:16]([F:19])([F:18])[F:17])=[CH:11][CH:10]=2)[CH:5]=1. Given the reactants [CH3:1][N:2]1[C:6]([CH2:7]O)=[CH:5][C:4]([C:9]2[CH:14]=[CH:13][C:12]([O:15][C:16]([F:19])([F:18])[F:17])=[CH:11][CH:10]=2)=[N:3]1.S(Cl)([Cl:22])=O, predict the reaction product. (4) The product is: [CH3:28][NH:27][C:13]1[C:14]2[N:20]=[C:19]([NH:21][CH2:22][CH2:23][CH3:24])[N:18]=[C:17]([NH:25][CH3:26])[C:15]=2[N:16]=[C:11]([NH:10][CH2:9][C:8]([OH:29])=[O:7])[N:12]=1. Given the reactants [OH-].[Na+].C([O:7][C:8](=[O:29])[CH2:9][NH:10][C:11]1[N:12]=[C:13]([NH:27][CH3:28])[C:14]2[N:20]=[C:19]([NH:21][CH2:22][CH2:23][CH3:24])[N:18]=[C:17]([NH:25][CH3:26])[C:15]=2[N:16]=1)(C)(C)C.Cl, predict the reaction product. (5) Given the reactants CC(C[AlH][CH2:6][CH:7]([CH3:9])[CH3:8])C.[CH3:10][CH2:11][CH2:12][CH2:13][CH2:14][CH3:15].[C:16](=[O:18])=O.CC(C)=O.[CH3:23][CH2:24][CH2:25][CH2:26]CC, predict the reaction product. The product is: [CH:10]1[C:8]2[C:7](=[CH:6][CH2:16][OH:18])[C:9]3[C:15](=[CH:23][CH:24]=[CH:25][CH:26]=3)[C:14]=2[CH:13]=[CH:12][CH:11]=1.